From a dataset of Aqueous solubility values for 9,982 compounds from the AqSolDB database. Regression/Classification. Given a drug SMILES string, predict its absorption, distribution, metabolism, or excretion properties. Task type varies by dataset: regression for continuous measurements (e.g., permeability, clearance, half-life) or binary classification for categorical outcomes (e.g., BBB penetration, CYP inhibition). For this dataset (solubility_aqsoldb), we predict Y. (1) The compound is CC(C)(C)NC(=O)C1N(C(=O)C(O)C(Cc2ccccc2)NC(=O)c2ccccc2)CSC1(C)C. The Y is -3.62 log mol/L. (2) The compound is Oc1ccc2ncccc2c1. The Y is -2.16 log mol/L.